This data is from Full USPTO retrosynthesis dataset with 1.9M reactions from patents (1976-2016). The task is: Predict the reactants needed to synthesize the given product. (1) Given the product [Si:6]([O:13][C@@H:14]1[CH2:15][C@H:16]([OH:17])[C@@H:18]([CH2:20][OH:19])[C:21]1=[CH2:22])([C:9]([CH3:12])([CH3:11])[CH3:10])([CH3:8])[CH3:7], predict the reactants needed to synthesize it. The reactants are: C1COCC1.[Si:6]([O:13][C@@H:14]([C:21]#[CH:22])[CH2:15][C@@H:16]([CH:18]1[CH2:20][O:19]1)[OH:17])([C:9]([CH3:12])([CH3:11])[CH3:10])([CH3:8])[CH3:7].N1C(C)=CC(C)=CC=1C.C[Si](Cl)(C)C. (2) Given the product [CH3:3][C:5]1[CH2:10][CH:9]([CH2:11][CH2:12][O:13][CH2:14][C:15]2[CH:16]=[CH:17][CH:18]=[CH:19][CH:20]=2)[CH2:8][CH2:7][CH:6]=1, predict the reactants needed to synthesize it. The reactants are: CO[C:3]([C:5]1[CH2:10][CH:9]([CH2:11][CH2:12][O:13][CH2:14][C:15]2[CH:20]=[CH:19][CH:18]=[CH:17][CH:16]=2)[CH2:8][CH2:7][CH:6]=1)=O.CC(C[AlH]CC(C)C)C.N1C=CC=CC=1.S(=O)(=O)=O. (3) Given the product [NH2:1][C:2]1[CH:7]=[C:6]([CH2:8][Cl:9])[CH:5]=[CH:4][C:3]=1[S:10][C:11]1[C:12](=[CH:17][CH:18]=[CH:19][CH:20]=1)[C:13]([OH:15])=[O:14], predict the reactants needed to synthesize it. The reactants are: [NH2:1][C:2]1[CH:7]=[C:6]([CH2:8][Cl:9])[CH:5]=[CH:4][C:3]=1[S:10][C:11]1[C:12](=[CH:17][CH:18]=[CH:19][CH:20]=1)[C:13]([O:15]C)=[O:14].[OH-].[Na+]. (4) The reactants are: Br[C:2]1[CH:9]=[CH:8][C:5]([C:6]#[N:7])=[CH:4][C:3]=1[F:10].[B:11]1([B:11]2[O:15][C:14]([CH3:17])([CH3:16])[C:13]([CH3:19])([CH3:18])[O:12]2)[O:15][C:14]([CH3:17])([CH3:16])[C:13]([CH3:19])([CH3:18])[O:12]1.C([O-])(=O)C.[K+]. Given the product [F:10][C:3]1[CH:4]=[C:5]([CH:8]=[CH:9][C:2]=1[B:11]1[O:15][C:14]([CH3:17])([CH3:16])[C:13]([CH3:19])([CH3:18])[O:12]1)[C:6]#[N:7], predict the reactants needed to synthesize it. (5) Given the product [F:1][C:2]1[C:8]([C:9]([F:10])([F:11])[F:12])=[CH:7][CH:6]=[CH:5][C:3]=1[N:4]1[CH2:17][CH2:16][CH:15]([OH:19])[CH2:14]1, predict the reactants needed to synthesize it. The reactants are: [F:1][C:2]1[C:8]([C:9]([F:12])([F:11])[F:10])=[CH:7][CH:6]=[CH:5][C:3]=1[NH2:4].Br[CH2:14][CH:15]([OH:19])[CH2:16][CH2:17]Br.C(=O)([O-])[O-].[Na+].[Na+]. (6) Given the product [CH3:33][C:26]1[CH:25]=[CH:24][C:23]([NH:22][C:19]2[N:18]=[C:17]3[N:13]([CH2:12][C@@H:9]4[CH2:8][CH2:7][C@H:6]([NH:5][C:1](=[O:3])[CH3:2])[CH2:11][CH2:10]4)[N:14]=[CH:15][C:16]3=[CH:21][N:20]=2)=[CH:28][C:27]=1[S:29](=[O:31])(=[O:30])[NH2:32], predict the reactants needed to synthesize it. The reactants are: [C:1](Cl)(=[O:3])[CH3:2].[NH2:5][C@@H:6]1[CH2:11][CH2:10][C@H:9]([CH2:12][N:13]2[C:17]3=[N:18][C:19]([NH:22][C:23]4[CH:24]=[CH:25][C:26]([CH3:33])=[C:27]([S:29]([NH2:32])(=[O:31])=[O:30])[CH:28]=4)=[N:20][CH:21]=[C:16]3[CH:15]=[N:14]2)[CH2:8][CH2:7]1. (7) Given the product [CH2:18]([NH:2][C@@H:3]([CH2:7][C:8]([O:10][CH3:11])=[O:9])[C:4]([OH:6])=[O:5])[C:19]1[CH:24]=[CH:23][CH:22]=[CH:21][CH:20]=1, predict the reactants needed to synthesize it. The reactants are: Cl.[NH2:2][C@@H:3]([CH2:7][C:8]([O:10][CH3:11])=[O:9])[C:4]([OH:6])=[O:5].C(=O)([O-])[O-].[Na+].[Na+].[CH2:18](Cl)[C:19]1[CH:24]=[CH:23][CH:22]=[CH:21][CH:20]=1.Cl.